Dataset: Catalyst prediction with 721,799 reactions and 888 catalyst types from USPTO. Task: Predict which catalyst facilitates the given reaction. (1) Reactant: [CH3:1][S:2]([NH:5][CH2:6][C:7]1[C:15]2[S:14](=[O:17])(=[O:16])[N:13]=[C:12]([CH2:18][C:19]([OH:21])=O)[NH:11][C:10]=2[S:9][CH:8]=1)(=[O:4])=[O:3].F[P-](F)(F)(F)(F)F.N1([O:38][C:39](N(C)C)=[N+](C)C)C2N=CC=CC=2N=N1.CN1CCOCC1.C(OC(=O)[C:57]([CH2:64][NH:65][CH:66]1[CH2:69][CH2:68][CH2:67]1)([CH3:63])[CH2:58][CH2:59][CH:60]([CH3:62])[CH3:61])C.[O-]CC.[Na+].C(O)C. Product: [CH:66]1([N:65]2[CH2:64][C:57]([CH3:63])([CH2:58][CH2:59][CH:60]([CH3:61])[CH3:62])[C:19]([OH:21])=[C:18]([C:12]3[NH:11][C:10]4[S:9][CH:8]=[C:7]([CH2:6][NH:5][S:2]([CH3:1])(=[O:3])=[O:4])[C:15]=4[S:14](=[O:16])(=[O:17])[N:13]=3)[C:39]2=[O:38])[CH2:67][CH2:68][CH2:69]1. The catalyst class is: 9. (2) Reactant: [Li+].C[Si]([N-][Si](C)(C)C)(C)C.[C:11]([O:14][C:15]([CH3:18])([CH3:17])[CH3:16])(=[O:13])[CH3:12].[Cl:19][C:20]1[CH:21]=[C:22]2[C:26](=[CH:27][CH:28]=1)[N:25]([CH2:29][C:30]1[CH:35]=[CH:34][CH:33]=[CH:32][CH:31]=1)[C:24]([C:36](OCC)=[O:37])=[CH:23]2. Product: [CH2:29]([N:25]1[C:26]2[C:22](=[CH:21][C:20]([Cl:19])=[CH:28][CH:27]=2)[CH:23]=[C:24]1[C:36](=[O:37])[CH2:12][C:11]([O:14][C:15]([CH3:18])([CH3:17])[CH3:16])=[O:13])[C:30]1[CH:31]=[CH:32][CH:33]=[CH:34][CH:35]=1. The catalyst class is: 1. (3) Reactant: [C:1]([C:3]1[CH:28]=[CH:27][C:6]([CH2:7][N:8]2[CH2:13][CH2:12][CH:11]([NH:14][C:15]([C:17]3[CH:26]=[CH:25][C:20]([C:21]([O:23]C)=[O:22])=[CH:19][CH:18]=3)=[O:16])[CH2:10][CH2:9]2)=[CH:5][CH:4]=1)#[N:2].[OH-].[Li+].Cl. Product: [C:1]([C:3]1[CH:4]=[CH:5][C:6]([CH2:7][N:8]2[CH2:9][CH2:10][CH:11]([NH:14][C:15]([C:17]3[CH:18]=[CH:19][C:20]([C:21]([OH:23])=[O:22])=[CH:25][CH:26]=3)=[O:16])[CH2:12][CH2:13]2)=[CH:27][CH:28]=1)#[N:2]. The catalyst class is: 200. (4) Reactant: [C:1]([NH2:9])([CH2:4][C:5]([CH3:8])([CH3:7])[CH3:6])([CH3:3])[CH3:2].C(=O)([O-])[O-].[K+].[K+].[I-].C([N+]1(C)[CH2:29][CH2:28][C:27](=[O:30])[CH2:26][CH2:25]1)C1C=CC=CC=1. Product: [CH3:2][C:1]([N:9]1[CH2:29][CH2:28][C:27](=[O:30])[CH2:26][CH2:25]1)([CH3:3])[CH2:4][C:5]([CH3:8])([CH3:7])[CH3:6]. The catalyst class is: 8. (5) Reactant: [OH-].[Na+].C1COCC1.[Cl:8][C:9]1[CH:10]=[CH:11][C:12]([CH2:31][NH:32][C:33]2[CH:38]=[CH:37][C:36]([C:39]3[CH:44]=[CH:43][C:42]([F:45])=[C:41]([F:46])[CH:40]=3)=[CH:35][CH:34]=2)=[C:13]([C:15]2[CH:16]=[CH:17][C:18]([C:21]([NH:23][CH2:24][CH2:25][C:26]([O:28]CC)=[O:27])=[O:22])=[N:19][CH:20]=2)[CH:14]=1.Cl. The catalyst class is: 5. Product: [Cl:8][C:9]1[CH:10]=[CH:11][C:12]([CH2:31][NH:32][C:33]2[CH:38]=[CH:37][C:36]([C:39]3[CH:44]=[CH:43][C:42]([F:45])=[C:41]([F:46])[CH:40]=3)=[CH:35][CH:34]=2)=[C:13]([C:15]2[CH:16]=[CH:17][C:18]([C:21]([NH:23][CH2:24][CH2:25][C:26]([OH:28])=[O:27])=[O:22])=[N:19][CH:20]=2)[CH:14]=1. (6) Reactant: FC(F)(F)C(O)=O.O.COC1C=C(OC)C=CC=1C[NH:14][C:15]1[C:16]2[CH:23]=[CH:22][N:21]([C@H:24]3[C@H:31]4[C@H:27]([O:28]C(C)(C)[O:30]4)[C@@H:26]([CH2:34][N:35]([CH:56]([CH3:58])[CH3:57])[CH:36]4[CH2:39][CH:38]([CH2:40][CH2:41][C:42]5[NH:46][C:45]6[CH:47]=[CH:48][C:49]([O:51][C:52]([F:55])([F:54])[F:53])=[CH:50][C:44]=6[N:43]=5)[CH2:37]4)[CH2:25]3)[C:17]=2[N:18]=[CH:19][N:20]=1.C([SiH](CC)CC)C.C([O-])([O-])=O.[K+].[K+]. Product: [NH2:14][C:15]1[C:16]2[CH:23]=[CH:22][N:21]([C@@H:24]3[CH2:25][C@H:26]([CH2:34][N:35]([CH:56]([CH3:57])[CH3:58])[CH:36]4[CH2:37][CH:38]([CH2:40][CH2:41][C:42]5[NH:46][C:45]6[CH:47]=[CH:48][C:49]([O:51][C:52]([F:53])([F:55])[F:54])=[CH:50][C:44]=6[N:43]=5)[CH2:39]4)[C@@H:27]([OH:28])[C@H:31]3[OH:30])[C:17]=2[N:18]=[CH:19][N:20]=1. The catalyst class is: 24.